This data is from Full USPTO retrosynthesis dataset with 1.9M reactions from patents (1976-2016). The task is: Predict the reactants needed to synthesize the given product. (1) The reactants are: F[B-](F)(F)F.BrC1C=CC=C[N+]=1CC.[F:15][C:16]1([F:34])[CH2:19][N:18]([C:20]2[N:21]=[CH:22][C:23]([C:31]([OH:33])=O)=[N:24][C:25]=2[O:26][CH2:27][CH:28]([F:30])[F:29])[CH2:17]1.Cl.[F:36][C:37]1([F:45])[CH2:41][NH:40][C@H:39]([C:42]([NH2:44])=[O:43])[CH2:38]1.CCN(C(C)C)C(C)C. Given the product [F:34][C:16]1([F:15])[CH2:17][N:18]([C:20]2[N:21]=[CH:22][C:23]([C:31]([N:40]3[CH2:41][C:37]([F:45])([F:36])[CH2:38][C@H:39]3[C:42]([NH2:44])=[O:43])=[O:33])=[N:24][C:25]=2[O:26][CH2:27][CH:28]([F:29])[F:30])[CH2:19]1, predict the reactants needed to synthesize it. (2) The reactants are: C([O:5][C:6](=[O:49])[C:7]1[CH:12]=[CH:11][CH:10]=[C:9]([CH2:13][CH:14]([NH:28][C:29](=[O:46])[CH2:30][N:31]2[CH2:36][CH2:35][CH:34]([N:37]([C:39](OC(C)(C)C)=O)C)[CH2:33][CH2:32]2)[B:15]2[O:23]C3C(C)(C4CC(C3)C4(C)C)[O:16]2)[C:8]=1OC)(C)(C)C.B(Cl)(Cl)Cl. Given the product [OH:16][B:15]1[CH:14]([NH:28][C:29](=[O:46])[CH2:30][N:31]2[CH2:32][CH2:33][CH:34]([NH:37][CH3:39])[CH2:35][CH2:36]2)[CH2:13][C:9]2[CH:10]=[CH:11][CH:12]=[C:7]([C:6]([OH:5])=[O:49])[C:8]=2[O:23]1, predict the reactants needed to synthesize it. (3) The reactants are: [CH:1]1([NH:5][C:6]2[C:11]([N+:12]([O-:14])=[O:13])=[CH:10][CH:9]=[C:8]([C:15]#[C:16][Si](C)(C)C)[N:7]=2)[CH2:4][CH2:3][CH2:2]1.C(=O)([O-])[O-].[K+].[K+]. Given the product [CH:1]1([NH:5][C:6]2[C:11]([N+:12]([O-:14])=[O:13])=[CH:10][CH:9]=[C:8]([C:15]#[CH:16])[N:7]=2)[CH2:2][CH2:3][CH2:4]1, predict the reactants needed to synthesize it. (4) Given the product [N+:1]([C:4]1[CH:14]=[CH:13][CH:12]=[C:6]2[C:7]([N:15]([C:16]3[CH:24]=[CH:23][C:19]([C:20]([OH:22])=[O:21])=[CH:18][CH:17]=3)[C:10](=[O:11])[C:5]=12)=[O:9])([O-:3])=[O:2], predict the reactants needed to synthesize it. The reactants are: [N+:1]([C:4]1[CH:14]=[CH:13][CH:12]=[C:6]2[C:7]([O:9][C:10](=[O:11])[C:5]=12)=O)([O-:3])=[O:2].[NH2:15][C:16]1[CH:24]=[CH:23][C:19]([C:20]([OH:22])=[O:21])=[CH:18][CH:17]=1. (5) Given the product [OH:44][CH2:43][CH2:42][CH2:41][CH:17]1[CH:18]([CH3:40])[C:19]2=[N:20][C:16]1=[C:15]([CH2:47][CH2:48][OH:49])[C:14]1[NH:13][C:12]([CH:33]=[C:31]3[N:32]=[C:28]([CH:27]=[C:25]4[NH:26][C:22](=[CH:21]2)[C:23]([CH3:39])=[C:24]4[CH:37]=[CH2:38])[C:29]([CH3:36])=[C:30]3[CH2:34][CH3:35])=[C:11]([CH3:52])[C:10]=1[C:8]([NH:7][CH2:6][CH2:5][O:4][CH2:3][CH2:2][OH:1])=[O:9], predict the reactants needed to synthesize it. The reactants are: [OH:1][CH2:2][CH2:3][O:4][CH2:5][CH2:6][NH:7][C:8]([C:10]1[C:11]([CH3:52])=[C:12]2[CH:33]=[C:31]3[N:32]=[C:28]([C:29]([CH3:36])=[C:30]3[CH2:34][CH3:35])[CH:27]=[C:25]3[NH:26][C:22]([C:23]([CH3:39])=[C:24]3[CH:37]=[CH2:38])=[CH:21][C:19]3=[N:20][C:16]([CH:17]([CH2:41][CH2:42][C:43](OC)=[O:44])[CH:18]3[CH3:40])=[C:15]([CH2:47][C:48](OC)=[O:49])[C:14]=1[NH:13]2)=[O:9].[BH4-].[Li+]. (6) Given the product [C:5](=[O:11])([O-:4])[NH2:17].[C:13]([NH:17][C:2](=[O:4])[O:28][CH2:27][CH2:26][Br:25])([CH3:16])([CH3:15])[CH3:14], predict the reactants needed to synthesize it. The reactants are: Cl[C:2](Cl)([O:4][C:5](=[O:11])OC(Cl)(Cl)Cl)Cl.[C:13]([NH2:17])([CH3:16])([CH3:15])[CH3:14].C(N(CC)CC)C.[Br:25][CH2:26][CH2:27][OH:28]. (7) Given the product [ClH:19].[CH2:7]([O:14][C:15](=[O:18])[CH2:16][NH:17][CH:25]([C:5]#[N:6])[CH3:26])[C:8]1[CH:13]=[CH:12][CH:11]=[CH:10][CH:9]=1, predict the reactants needed to synthesize it. The reactants are: [Si]([C:5]#[N:6])(C)(C)C.[CH2:7]([O:14][C:15](=[O:18])[CH2:16][NH2:17])[C:8]1[CH:13]=[CH:12][CH:11]=[CH:10][CH:9]=1.[ClH:19].C([O-])(O)=O.[Na+].[CH:25](=O)[CH3:26].CCO. (8) Given the product [F:1][C:2]1[C:3]([O:19][CH3:20])=[C:4]([C@H:8]([CH3:18])[CH2:9][C@@:10]([C:13]([F:14])([F:15])[F:16])([OH:17])[CH:11]=[N:21][C:22]2[CH:31]=[C:30]([F:32])[CH:29]=[C:28]3[C:23]=2[CH:24]=[N:25][C:26]([CH3:33])=[N:27]3)[CH:5]=[CH:6][CH:7]=1, predict the reactants needed to synthesize it. The reactants are: [F:1][C:2]1[C:3]([O:19][CH3:20])=[C:4]([C@H:8]([CH3:18])[CH2:9][C@:10]([OH:17])([C:13]([F:16])([F:15])[F:14])[CH:11]=O)[CH:5]=[CH:6][CH:7]=1.[NH2:21][C:22]1[CH:31]=[C:30]([F:32])[CH:29]=[C:28]2[C:23]=1[CH:24]=[N:25][C:26]([CH3:33])=[N:27]2. (9) Given the product [C:1]([O:5][C:6]([N:8]1[CH2:13][CH2:12][CH:11]([C:14]2[C:22]3[S:21][C:20]([NH:23][C:24]([C:26]4[CH:31]=[CH:30][N:29]=[C:28]([CH3:32])[CH:27]=4)=[O:25])=[N:19][C:18]=3[C:17]([O:33][CH3:34])=[CH:16][CH:15]=2)[CH2:10][CH2:9]1)=[O:7])([CH3:4])([CH3:3])[CH3:2], predict the reactants needed to synthesize it. The reactants are: [C:1]([O:5][C:6]([N:8]1[CH2:13][CH:12]=[C:11]([C:14]2[C:22]3[S:21][C:20]([NH:23][C:24]([C:26]4[CH:31]=[CH:30][N:29]=[C:28]([CH3:32])[CH:27]=4)=[O:25])=[N:19][C:18]=3[C:17]([O:33][CH3:34])=[CH:16][CH:15]=2)[CH2:10][CH2:9]1)=[O:7])([CH3:4])([CH3:3])[CH3:2].C1COCC1.